This data is from Full USPTO retrosynthesis dataset with 1.9M reactions from patents (1976-2016). The task is: Predict the reactants needed to synthesize the given product. (1) Given the product [NH2:4][C:7]1[CH:15]=[CH:14][C:10]([C:11]([OH:13])=[O:12])=[CH:9][C:8]=1[C:16]([OH:18])=[O:17], predict the reactants needed to synthesize it. The reactants are: CCO.[N+:4]([C:7]1[CH:15]=[CH:14][C:10]([C:11]([OH:13])=[O:12])=[CH:9][C:8]=1[C:16]([OH:18])=[O:17])([O-])=O. (2) Given the product [O:15]=[C:3]([NH:1][NH:2][C:28]([C:27]1[CH:31]=[CH:32][CH:33]=[C:25]([C:24]([F:23])([F:34])[F:35])[CH:26]=1)=[O:29])[CH2:4][N:5]1[CH:9]=[C:8]([C:10]([O:12][CH2:13][CH3:14])=[O:11])[CH:7]=[N:6]1, predict the reactants needed to synthesize it. The reactants are: [NH:1]([C:3](=[O:15])[CH2:4][N:5]1[CH:9]=[C:8]([C:10]([O:12][CH2:13][CH3:14])=[O:11])[CH:7]=[N:6]1)[NH2:2].C(N(CC)CC)C.[F:23][C:24]([F:35])([F:34])[C:25]1[CH:26]=[C:27]([CH:31]=[CH:32][CH:33]=1)[C:28](Cl)=[O:29]. (3) Given the product [Cl:16][C:17]1[N:18]=[N:19][C:20]([NH:14][CH2:13][C:12]2[C:8]([C:5]3[CH:4]=[CH:3][C:2]([F:1])=[CH:7][CH:6]=3)=[N:9][O:10][C:11]=2[CH3:15])=[CH:21][CH:22]=1, predict the reactants needed to synthesize it. The reactants are: [F:1][C:2]1[CH:7]=[CH:6][C:5]([C:8]2[C:12]([CH2:13][NH2:14])=[C:11]([CH3:15])[O:10][N:9]=2)=[CH:4][CH:3]=1.[Cl:16][C:17]1[N:18]=[N:19][C:20](Cl)=[CH:21][CH:22]=1.C(N(CC)C(C)C)(C)C. (4) Given the product [CH2:23]1[O:32][C:26]2([CH2:31][CH2:30][N:29]([CH2:2][C:3]3[CH:8]=[CH:7][N:6]=[C:5]([C:9]4[CH:14]=[C:13]([O:15][CH3:16])[C:12]([O:17][CH:18]([CH3:20])[CH3:19])=[C:11]([O:21][CH3:22])[CH:10]=4)[CH:4]=3)[CH2:28][CH2:27]2)[O:25][CH2:24]1, predict the reactants needed to synthesize it. The reactants are: Cl[CH2:2][C:3]1[CH:8]=[CH:7][N:6]=[C:5]([C:9]2[CH:14]=[C:13]([O:15][CH3:16])[C:12]([O:17][CH:18]([CH3:20])[CH3:19])=[C:11]([O:21][CH3:22])[CH:10]=2)[CH:4]=1.[CH2:23]1[O:32][C:26]2([CH2:31][CH2:30][NH:29][CH2:28][CH2:27]2)[O:25][CH2:24]1. (5) Given the product [C:20]([O:19][C:17](=[O:18])[NH:16][CH2:15][C:13]1[CH:12]=[CH:11][C:9]2[S:10][C:6]([CH2:4][CH2:5][CH2:17][N:16]([CH2:34][CH2:35][CH3:36])[CH2:15][CH2:13][CH3:12])=[CH:7][C:8]=2[CH:14]=1)([CH3:21])([CH3:22])[CH3:23], predict the reactants needed to synthesize it. The reactants are: COC(=O)[C:4]([C:6]1[S:10][C:9]2[CH:11]=[CH:12][C:13]([CH2:15][NH:16][C:17]([O:19][C:20]([CH3:23])([CH3:22])[CH3:21])=[O:18])=[CH:14][C:8]=2[CH:7]=1)=[CH2:5].CC(OI1(OC(C)=O)(OC(C)=O)O[C:36](=O)[C:35]2[CH:34]=CC=CC1=2)=O.O. (6) Given the product [CH:1]1[N:2]=[C:3]([C:19]([C:18]2[CH:22]=[CH:23][CH:24]=[CH:25][C:17]=2[C:16]([F:15])([F:26])[F:27])=[O:20])[N:4]2[CH:9]=[CH:8][CH:7]=[CH:6][C:5]=12, predict the reactants needed to synthesize it. The reactants are: [CH:1]1[N:2]=[CH:3][N:4]2[CH:9]=[CH:8][CH:7]=[CH:6][C:5]=12.[Li]CCCC.[F:15][C:16]([F:27])([F:26])[C:17]1[CH:25]=[CH:24][CH:23]=[CH:22][C:18]=1[C:19](Cl)=[O:20].